From a dataset of Human Reference Interactome with 51,813 positive PPI pairs across 8,248 proteins, plus equal number of experimentally-validated negative pairs. Binary Classification. Given two protein amino acid sequences, predict whether they physically interact or not. (1) Protein 1 (ENSG00000100314) has sequence MPFHPVTAALMYRGIYTVPNLLSEQRPVDIPEDELEEIREAFKVFDRDGNGFISKQELGTAMRSLGYMPNEVELEVIIQRLDMDGDGQVDFEEFVTLLGPKLSTSGIPEKFHGTDFDTVFWKCDMQKLTVDELKRLLYDTFCEHLSMKDIENIIMTEEESHLGTAEECPVDVETCSNQQIRQTCVRKSLICAFAIAFIISVMLIAANQVLRSGMK*. Protein 2 (ENSG00000163584) has sequence MAPQKDRKPKRSTWRFNLDLTHPVEDGIFDSGNFEQFLREKVKVNGKTGNLGNVVHIERFKNKITVVSEKQFSKRYLKYLTKKYLKKNNLRDWLRVVASDKETYELRYFQISQDEDESESED*GQKHNQDARILNCFSRLPGSCHEQKDRKPKRSTWRFNLDLTHPVEDGIFDSGNFEQFLREKVKVNGKTGNLGNVVHIERFKNKITVVSEKQFSKRYLKYLTKKYLKKNNLRDWLRVVASDKETYELRYFQISQDEDESESED*MAPKDRKPKRSTWRFNLDLTHPVEDGIFDSGNFE.... Result: 0 (the proteins do not interact). (2) Result: 0 (the proteins do not interact). Protein 1 (ENSG00000203942) has sequence MLWVQRKRRRKETSECPSDKDKSPESHKAKNESWIKSHFSRLSEEKLALDNNASASGNATQTESGSEEVSSTVHIETFTTRHGEVGSALHRESFTSRQKTSGPSVIQEIHQESGKAPSTDEATWAAVAACTKEIDTQGRHLAHSMLQRAIAYQHSGHLESKDINQEELRALEEVEMKLQKNFLTQRENTIAGANHTHTFYGHSHHSHHGHPSHQSHSLPNRRH*. Protein 2 (ENSG00000087884) has sequence MTSPEIASLSWGQMKVKGSNTTYKDCKVWPGGSRTWDWRETGTEHSPGVQPADVKEVVEKGVQTLVIGRGMSEALKAPTQQLPSGVHVRAVVQFHLATASWHILERCKTGAGLSIKHVCELAMSHLSTFLYQIYDAIILKMHLYFMK*MTSPEIASLSWGQMKVKGSNTTYKDCKVWPGGSRTWDWRETGTEHSPGVQPADVKEVVEKGVQTLVIGRGMSEALKVPSSTVEYLKKHGIDVRVLQTEQAVKEYNALVAQGVRVGGVFHSTC*RLQPSSCHQVFMSGLWYNSTWLQLHGTSL.... (3) Protein 1 (ENSG00000120337) has sequence MTLHPSPITCEFLFSTALISPKMCLSHLENMPLSHSRTQGAQRSSWKLWLFCSIVMLLFLCSFSWLIFIFLQLETAKEPCMAKFGPLPSKWQMASSEPPCVNKVSDWKLEILQNGLYLIYGQVAPNANYNDVAPFEVRLYKNKDMIQTLTNKSKIQNVGGTYELHVGDTIDLIFNSEHQVLKNNTYWGIILLANPQFIS*. Protein 2 (ENSG00000183077) has sequence MMDVSGVGFPSKVPWKKMSAEELENQYCPSRWVVRLGAEEALRTYSQIGIEATTRARATRKSLLHVPYGDGEGEKVDIYFPDESSEALPFFLFFHGGYWQSGSKDESAFMVHPLTAQGVAVVIVAYGIAPKGTLDHMVDQVTRSVAFVQKRYPSNKGIYLCGHSAGAHLAAMMLLADWTKHGVTPNLRGFFLVSGVFDLEPIVYTSQNVALQLTLEDAQRNSPQLKVAQAQPVDPTCRVLVVVGQFDSPEFHRQSWEFYQVLPVQTLCQGEWKASFEELHDVDHFEIVENLTQKDNVLTQ.... Result: 0 (the proteins do not interact). (4) Protein 1 (ENSG00000079112) has sequence MILQAHLHSLCLLMLYLATGYGQEGKFSGPLKPMTFSIYEGQEPSQIIFQFKANPPAVTFELTGETDNIFVIEREGLLYYNRALDRETRSTHNLQVAALDANGIIVEGPVPITIKVKDINDNRPTFLQSKYEGSVRQNSRPGKPFLYVNATDLDDPATPNGQLYYQIVIQLPMINNVMYFQINNKTGAISLTREGSQELNPAKNPSYNLVISVKDMGGQSENSFSDTTSVDIIVTENIWKAPKPVEMVENSTDPHPIKITQVRWNDPGAQYSLVDKEKLPRFPFSIDQEGDIYVTQPLDR.... Protein 2 (ENSG00000158125) has sequence MTADKLVFFVNGRKVVEKNADPETTLLAYLRRKLGLSGTKLGCGEGGCGACTVMLSKYDRLQNKIVHFSANACLAPICSLHHVAVTTVEGIGSTKTRLHPVQERIAKSHGSQCGFCTPGIVMSMYTLLRNQPEPTMEEIENAFQGNLCRCTGYRPILQGFRTFARDGGCCGGDGNNPNCCMNQKKDHSVSLSPSLFKPEEFTPLDPTQEPIFPPELLRLKDTPRKQLRFEGERVTWIQASTLKELLDLKAQHPDAKLVVGNTEIGIEMKFKNMLFPMIVCPAWIPELNSVEHGPDGISFG.... Result: 0 (the proteins do not interact). (5) Protein 1 (ENSG00000134590) has sequence MDGRVQLIKALLALPIRPATRRWRNPIPFPETFDGDTDRLPEFIVQTGSYMFVDENTFSSDALKVTFLITRLTGPALQWVIPYIKKESPLLNDYRGFLAEMKRVFGWEEDEDF*. Protein 2 (ENSG00000127054) has sequence MNLKVPIYFSTGLTEKANHYYKLFIPWTNQKIRKTFVQRNMFEFKHIKAFDRAFADNPGPMVVFATPGMLHAGQSLQIFRKWAGNEKNMVIMPGYCVQGTVGHKILSGQRKLEMEGRQVLEVKMQVEYMSFSAHADAKGIMQLVGQAEPESVLLVHGEAKKMEFLKQKIEQELRVNCYMPANGETVTLPTSPSIPVGISLGLLKREMAQGLLPEAKKPRLLHGTLIMKDSNFRLVSSEQALKELGLAEHQLRFTCRVHLHDTRKEQETALRVYSHLKSVLKDHCVQHLPDGSVTVESVLL.... Result: 0 (the proteins do not interact). (6) Protein 2 (ENSG00000037757) has sequence MTLEAIRYSRGSLQILDQLLLPKQSRYEAVGSVHQAWEAIRAMKVRGAPAIALVGCLSLAVELQAGAGGPGLAALVAFVRDKLSFLVTARPTAVNMARAARDLADVAAREAEREGATEEAVRERVICCTEDMLEKDLRDNRSIGDLGARHLLERVAPSGGKVTVLTHCNTGALATAGYGTALGVIRSLHSLGRLEHAFCTETRPYNQGARLTAFELVYEQIPATLITDSMVAAAMAHRGVSAVVVGADRVVANGDTANKVGTYQLAIVAKHHGIPFYVAAPSSSCDLRLETGKEIIIEER.... Protein 1 (ENSG00000033122) has sequence MQCLEMTTKRKIIGRLVPCRCFRGEEEIISVLDYSHCSLQQVPKEVFNFERTLEELYLDANQIEELPKQLFNCQALRKLSIPDNDLSNLPTTIASLVNLKELDISKNGVQEFPENIKCCKCLTIIEASVNPISKLPDGFTQLLNLTQLYLNDAFLEFLPANFGRLVKLRILELRENHLKTLPKSMHKLAQLERLDLGNNEFGELPEVLDQIQNLRELWMDNNALQVLPGSIGKLKMLVYLDMSKNRIETVDMDISGCEALEDLLLSSNMLQQLPDSIGLLKKLTTLKVDDNQLTMLPNTI.... Result: 0 (the proteins do not interact). (7) Protein 1 (ENSG00000017427) has sequence MGKISSLPTQLFKCCFCDFLKVKMHTMSSSHLFYLALCLLTFTSSATAGPETLCGAELVDALQFVCGDRGFYFNKPTGYGSSSRRAPQTGIVDECCFRSCDLRRLEMYCAPLKPAKSARSVRAQRHTDMPKTQKYQPPSTNKNTKSQRRKGWPKTHPGGEQKEGTEASLQIRGKKKEQRREIGSRNAECRGKKGK*MGKISSLPTQLFKCCFCDFLKVKMHTMSSSHLFYLALCLLTFTSSATAGPETLCGAELVDALQFVCGDRGFYFNKPTGYGSSSRRAPQTGIVDECCFRSCDLRR.... Protein 2 (ENSG00000180767) has sequence MGRRCCRRRVLAAACLGAALLLLCAAPRSLRPAFGNRALGSSWLGGEKRSPLQKLYDLDQDPRSTLAKVHRQRRDLLNSACSRHSRRQRLLQPEDLRHVLVDDAHGLLYCYVPKVACTNWKRVLLALSGQARGDPRAISAQEAHAPGRLPSLADFSPAEINRRLRAYLAFLFVREPFERLASAYRNKLARPYSAAFQRRYGARIVQRLRPRALPDARARGHDVRFAEFLAYLLDPRTRREEPFNEHWERAHALCHPCRLRYDVVGKFETLAEDAAFVLGLAGASDLSFPGPPRPRGAAAS.... Result: 0 (the proteins do not interact). (8) Protein 1 (ENSG00000277258) has sequence XPLPLKYRVQPACKRLTLATVPTPSEGTNTSGASESEARSPGQDRATASKSTRRQKPVSSDPTPTP*MCDVQVHKTRPLLSIRSDKTLQDIVYKLVPGLFKDEMKRRRDFYAAYPLTEVPNGSNEDRGEVLEQEKGALSDDEIVSLSIEFYEGARQGPGREEGPPGEWGWGQRENRGALPAMPSSHDRHASCQVSPQQDGCAQQVQGGGSVRGRATEGILHPHGHRLHLPLAAERASPPQVPCPASLQAAHPSHGAHPLRGHQHQRGVRV*MHRTTRIKITELNPHLMCALCGGYFIDAT.... Protein 2 (ENSG00000060982) has sequence MKDCSNGCSAECTGEGGSKEVVGTFKAKDLIVTPATILKEKPDPNNLVFGTVFTDHMLTVEWSSEFGWEKPHIKPLQNLSLHPGSSALHYAVELFEGLKAFRGVDNKIRLFQPNLNMDRMYRSAVRATLPVFDKEELLECIQQLVKLDQEWVPYSTSASLYIRPTFIGTEPSLGVKKPTKALLFVLLSPVGPYFSSGTFNPVSLWANPKYVRAWKGGTGDCKMGGNYGSSLFAQCEAVDNGCQQVLWLYGEDHQITEVGTMNLFLYWINEDGEEELATPPLDGIILPGVTRRCILDLAHQ.... Result: 0 (the proteins do not interact). (9) Protein 1 (ENSG00000004534) has sequence MWGDSRPANRTGPFRGSQEERFAPGWNRDYPPPPLKSHAQERHSGNFPGRDSLPFDFQGHSGPPFANVEEHSFSYGARDGPHGDYRGGEGPGHDFRGGDFSSSDFQSRDSSQLDFRGRDIHSGDFRDREGPPMDYRGGDGTSMDYRGREAPHMNYRDRDAHAVDFRGRDAPPSDFRGRGTYDLDFRGRDGSHADFRGRDLSDLDFRAREQSRSDFRNRDVSDLDFRDKDGTQVDFRGRGSGTTDLDFRDRDTPHSDFRGRHRSRTDQDFRGREMGSCMEFKDREMPPVDPNILDYIQPST.... Protein 2 (ENSG00000166974) has sequence MPGPTQTLSPNGENNNDIIQDNNGTIIPFRKHTVRGERSYSWGMAVNVYSTSITQETMSRHDIIAWVNDIVSLNYTKVEQLCSGAAYCQFMDMLFPGCISLKKVKFQAKLEHEYIHNFKLLQASFKRMNVDKVIPVEKLVKGRFQDNLDFIQWFKKFYDANYDGKEYDPVEARQGQDAIPPPDPGEQIFNLPKKSHHANSPTAGAAKSSPAAKPGSTPSRPSSAKRASSSGSASKSDKDLETQVIQLNEQVHSLKLALEGVEKERDFYFGKLREIELLCQEHGQENDDLVQRLMDILYAS.... Result: 1 (the proteins interact).